Dataset: Peptide-MHC class I binding affinity with 185,985 pairs from IEDB/IMGT. Task: Regression. Given a peptide amino acid sequence and an MHC pseudo amino acid sequence, predict their binding affinity value. This is MHC class I binding data. (1) The peptide sequence is NLATSIYTI. The MHC is BoLA-T2C with pseudo-sequence BoLA-T2C. The binding affinity (normalized) is 1.00. (2) The peptide sequence is RHDITGFIL. The MHC is HLA-A68:02 with pseudo-sequence HLA-A68:02. The binding affinity (normalized) is 0.0847. (3) The peptide sequence is GFIRSLQTI. The MHC is H-2-Dd with pseudo-sequence H-2-Dd. The binding affinity (normalized) is 0.348.